Dataset: Full USPTO retrosynthesis dataset with 1.9M reactions from patents (1976-2016). Task: Predict the reactants needed to synthesize the given product. The reactants are: [C:1]([C:3]1[CH:8]=[CH:7][C:6]([N:9]2[CH2:14][CH2:13][CH:12]([C:15]([OH:17])=O)[CH2:11][CH2:10]2)=[CH:5][CH:4]=1)#[N:2].C1C=CC2N(O)N=NC=2C=1.[CH3:28][C@@H:29]1[CH2:34][NH:33][CH2:32][C@H:31]([CH3:35])[NH:30]1.[ClH:36]. Given the product [ClH:36].[C:1]([C:3]1[CH:4]=[CH:5][C:6]([N:9]2[CH2:10][CH2:11][CH:12]([C:15]([N:33]3[CH2:32][C@H:31]([CH3:35])[NH:30][C@H:29]([CH3:28])[CH2:34]3)=[O:17])[CH2:13][CH2:14]2)=[CH:7][CH:8]=1)#[N:2], predict the reactants needed to synthesize it.